From a dataset of NCI-60 drug combinations with 297,098 pairs across 59 cell lines. Regression. Given two drug SMILES strings and cell line genomic features, predict the synergy score measuring deviation from expected non-interaction effect. (1) Drug 1: CNC(=O)C1=CC=CC=C1SC2=CC3=C(C=C2)C(=NN3)C=CC4=CC=CC=N4. Drug 2: CC1C(C(CC(O1)OC2CC(CC3=C2C(=C4C(=C3O)C(=O)C5=CC=CC=C5C4=O)O)(C(=O)C)O)N)O. Cell line: SK-MEL-2. Synergy scores: CSS=25.6, Synergy_ZIP=-0.0165, Synergy_Bliss=2.14, Synergy_Loewe=-13.5, Synergy_HSA=-1.78. (2) Drug 1: CC1CCC2CC(C(=CC=CC=CC(CC(C(=O)C(C(C(=CC(C(=O)CC(OC(=O)C3CCCCN3C(=O)C(=O)C1(O2)O)C(C)CC4CCC(C(C4)OC)O)C)C)O)OC)C)C)C)OC. Drug 2: CCN(CC)CCCC(C)NC1=C2C=C(C=CC2=NC3=C1C=CC(=C3)Cl)OC. Cell line: RPMI-8226. Synergy scores: CSS=53.0, Synergy_ZIP=2.66, Synergy_Bliss=4.36, Synergy_Loewe=-11.7, Synergy_HSA=7.41. (3) Synergy scores: CSS=-1.66, Synergy_ZIP=-1.88, Synergy_Bliss=-5.70, Synergy_Loewe=-7.08, Synergy_HSA=-7.63. Drug 1: CCCCCOC(=O)NC1=NC(=O)N(C=C1F)C2C(C(C(O2)C)O)O. Drug 2: CC1CCC2CC(C(=CC=CC=CC(CC(C(=O)C(C(C(=CC(C(=O)CC(OC(=O)C3CCCCN3C(=O)C(=O)C1(O2)O)C(C)CC4CCC(C(C4)OC)O)C)C)O)OC)C)C)C)OC. Cell line: HCT116. (4) Drug 1: CC12CCC(CC1=CCC3C2CCC4(C3CC=C4C5=CN=CC=C5)C)O. Drug 2: C#CCC(CC1=CN=C2C(=N1)C(=NC(=N2)N)N)C3=CC=C(C=C3)C(=O)NC(CCC(=O)O)C(=O)O. Cell line: SNB-75. Synergy scores: CSS=-3.07, Synergy_ZIP=-0.240, Synergy_Bliss=-2.52, Synergy_Loewe=-4.28, Synergy_HSA=-3.38. (5) Drug 1: C1C(C(OC1N2C=NC3=C(N=C(N=C32)Cl)N)CO)O. Cell line: MCF7. Drug 2: C(=O)(N)NO. Synergy scores: CSS=0.400, Synergy_ZIP=0.306, Synergy_Bliss=-0.802, Synergy_Loewe=-2.54, Synergy_HSA=-2.02.